This data is from Full USPTO retrosynthesis dataset with 1.9M reactions from patents (1976-2016). The task is: Predict the reactants needed to synthesize the given product. (1) Given the product [CH2:1]([C:3]1[CH:17]=[C:16]([O:18][CH2:19][CH:20]=[C:21]([Cl:23])[Cl:22])[CH:15]=[C:14]([CH2:24][CH3:25])[C:4]=1[O:5][CH2:6][CH2:7][CH2:8][CH2:9][O:10][CH2:11][CH:12]=[N:27][OH:28])[CH3:2], predict the reactants needed to synthesize it. The reactants are: [CH2:1]([C:3]1[CH:17]=[C:16]([O:18][CH2:19][CH:20]=[C:21]([Cl:23])[Cl:22])[CH:15]=[C:14]([CH2:24][CH3:25])[C:4]=1[O:5][CH2:6][CH2:7][CH2:8][CH2:9][O:10][CH2:11][CH:12]=O)[CH3:2].Cl.[NH2:27][OH:28].Cl. (2) Given the product [CH3:40][C:41]1[CH:51]=[CH:50][CH:49]=[C:48]([CH3:52])[C:42]=1[O:43][CH2:44][C:45]([NH:1][C@@H:2]([CH2:33][C:34]1[CH:35]=[CH:36][CH:37]=[CH:38][CH:39]=1)[C@@H:3]([OH:32])[CH2:4][C@H:5]([NH:19][C:20]([C@@H:22]([NH:27][C:28](=[O:31])[O:29][CH3:30])[C:23]([CH3:26])([CH3:25])[CH3:24])=[O:21])[CH2:6][C:7]1[CH:12]=[CH:11][C:10]([C:13]2[CH:18]=[CH:17][CH:16]=[CH:15][N:14]=2)=[CH:9][CH:8]=1)=[O:46], predict the reactants needed to synthesize it. The reactants are: [NH2:1][C@@H:2]([CH2:33][C:34]1[CH:39]=[CH:38][CH:37]=[CH:36][CH:35]=1)[C@@H:3]([OH:32])[CH2:4][C@H:5]([NH:19][C:20]([C@@H:22]([NH:27][C:28](=[O:31])[O:29][CH3:30])[C:23]([CH3:26])([CH3:25])[CH3:24])=[O:21])[CH2:6][C:7]1[CH:12]=[CH:11][C:10]([C:13]2[CH:18]=[CH:17][CH:16]=[CH:15][N:14]=2)=[CH:9][CH:8]=1.[CH3:40][C:41]1[CH:51]=[CH:50][CH:49]=[C:48]([CH3:52])[C:42]=1[O:43][CH2:44][C:45](O)=[O:46].CCOP(ON1N=NC2C=CC=CC=2C1=O)(OCC)=O.C(N(CC)C(C)C)(C)C. (3) Given the product [CH2:1]([CH:5]([CH2:11][C:12]1[CH:17]=[CH:16][C:15]([O:18][CH2:19][CH2:20][NH:21][C:22]([C:24]2[CH:25]=[CH:26][C:27]([C:30]3[CH:35]=[CH:34][C:33]([OH:36])=[CH:32][CH:31]=3)=[CH:28][CH:29]=2)=[O:23])=[CH:14][CH:13]=1)[C:6]([OH:8])=[O:7])[CH2:2][CH2:3][CH3:4], predict the reactants needed to synthesize it. The reactants are: [CH2:1]([CH:5]([CH2:11][C:12]1[CH:17]=[CH:16][C:15]([O:18][CH2:19][CH2:20][NH:21][C:22]([C:24]2[CH:29]=[CH:28][C:27]([C:30]3[CH:35]=[CH:34][C:33]([OH:36])=[CH:32][CH:31]=3)=[CH:26][CH:25]=2)=[O:23])=[CH:14][CH:13]=1)[C:6]([O:8]CC)=[O:7])[CH2:2][CH2:3][CH3:4].[OH-].[Na+]. (4) Given the product [NH:30]1[CH2:29][CH2:28][N:27]=[C:26]1[NH:1][C:2]1[CH:19]=[CH:18][C:5]([CH2:6][NH:7][C:8](=[O:17])[C:9]2[CH:14]=[CH:13][C:12]([O:15][CH3:16])=[CH:11][CH:10]=2)=[CH:4][CH:3]=1, predict the reactants needed to synthesize it. The reactants are: [NH2:1][C:2]1[CH:19]=[CH:18][C:5]([CH2:6][NH:7][C:8](=[O:17])[C:9]2[CH:14]=[CH:13][C:12]([O:15][CH3:16])=[CH:11][CH:10]=2)=[CH:4][CH:3]=1.S(O)(O)(=O)=O.Cl[C:26]1[NH:27][CH2:28][CH2:29][N:30]=1. (5) The reactants are: C([O:4][C@H:5]1[C@H:9]([O:10][CH2:11][C:12]2[CH:17]=[CH:16][CH:15]=[CH:14][CH:13]=2)[C@:8]([CH2:21][O:22][CH2:23][C:24]2[CH:29]=[CH:28][CH:27]=[CH:26][CH:25]=2)([CH:18]([F:20])[F:19])[O:7][C@H:6]1[N:30]1[CH:35]=[CH:34][C:33]([NH2:36])=[N:32][C:31]1=[O:37])(=O)C.CO. Given the product [NH2:36][C:33]1[CH:34]=[CH:35][N:30]([C@H:6]2[C@@H:5]([OH:4])[C@H:9]([O:10][CH2:11][C:12]3[CH:13]=[CH:14][CH:15]=[CH:16][CH:17]=3)[C@:8]([CH2:21][O:22][CH2:23][C:24]3[CH:29]=[CH:28][CH:27]=[CH:26][CH:25]=3)([CH:18]([F:19])[F:20])[O:7]2)[C:31](=[O:37])[N:32]=1, predict the reactants needed to synthesize it. (6) Given the product [CH3:22][C:20]1[N:9]([CH2:1][CH2:2][C:3]2[CH:8]=[CH:7][CH:6]=[CH:5][CH:4]=2)[C:11]2[C:16]([C:19]=1[C:18]([O:24][CH2:25][CH3:26])=[O:23])=[CH:15][C:14]([CH3:17])=[CH:13][CH:12]=2, predict the reactants needed to synthesize it. The reactants are: [CH2:1]([N:9]([C:11]1[CH:16]=[CH:15][C:14]([CH3:17])=[CH:13][CH:12]=1)N)[CH2:2][C:3]1[CH:8]=[CH:7][CH:6]=[CH:5][CH:4]=1.[C:18]([O:24][CH2:25][CH3:26])(=[O:23])[CH2:19][C:20]([CH3:22])=O. (7) Given the product [CH2:22]([N:6]([C:7](=[O:12])[C:8]([F:9])([F:10])[F:11])[C@H:5]([C:4]([OH:3])=[O:17])[CH2:13][C:14]([Cl:20])=[O:16])[CH3:28], predict the reactants needed to synthesize it. The reactants are: C([O:3][C:4](=[O:17])[C@H:5]([CH2:13][C:14]([OH:16])=O)[NH:6][C:7](=[O:12])[C:8]([F:11])([F:10])[F:9])C.O=S(Cl)[Cl:20].[C:22]1([CH3:28])C=CC=CC=1. (8) Given the product [CH:1]1([NH:4][C:5](=[O:41])[C:6]2[CH:11]=[CH:10][C:9]([C:12]3[CH:13]=[N:14][N:15]4[C:20]([NH:21][CH2:22][CH:23]5[CH2:28][CH2:27][O:26][CH2:25][CH2:24]5)=[N:19][C:18]([S:38][CH3:39])=[N:17][C:16]=34)=[CH:8][C:7]=2[CH3:40])[CH2:2][CH2:3]1, predict the reactants needed to synthesize it. The reactants are: [CH:1]1([NH:4][C:5](=[O:41])[C:6]2[CH:11]=[CH:10][C:9]([C:12]3[CH:13]=[N:14][N:15]4[C:20]([N:21](CC5C=CC(OC)=CC=5)[CH2:22][CH:23]5[CH2:28][CH2:27][O:26][CH2:25][CH2:24]5)=[N:19][C:18]([S:38][CH3:39])=[N:17][C:16]=34)=[CH:8][C:7]=2[CH3:40])[CH2:3][CH2:2]1. (9) Given the product [F:1][C:2]([F:7])([F:6])[C:3]([OH:5])=[O:4].[F:26][CH2:25][CH2:24][NH:15][CH2:8][C:9]1[CH:14]=[CH:13][CH:12]=[CH:11][CH:10]=1, predict the reactants needed to synthesize it. The reactants are: [F:1][C:2]([F:7])([F:6])[C:3]([OH:5])=[O:4].[CH2:8]([N:15]([CH2:24][CH2:25][F:26])S(C1C=CC=CC=1)=O)[C:9]1[CH:14]=[CH:13][CH:12]=[CH:11][CH:10]=1.